This data is from Forward reaction prediction with 1.9M reactions from USPTO patents (1976-2016). The task is: Predict the product of the given reaction. (1) Given the reactants [OH:1][C:2]1[CH:7]=[CH:6][N:5]([C:8]2[CH:9]=[N:10][C:11]([N:14]3[CH2:18][CH2:17][C@@H:16]([OH:19])[CH2:15]3)=[CH:12][CH:13]=2)[C:4](=[O:20])[CH:3]=1.[Cl:21][C:22]1[CH:29]=[CH:28][C:25]([CH2:26]Br)=[CH:24][CH:23]=1.C(=O)([O-])[O-].[Cs+].[Cs+], predict the reaction product. The product is: [NH3:5].[Cl:21][C:22]1[CH:29]=[CH:28][C:25]([CH2:26][O:1][C:2]2[CH:7]=[CH:6][N:5]([C:8]3[CH:9]=[N:10][C:11]([N:14]4[CH2:18][CH2:17][C@@H:16]([OH:19])[CH2:15]4)=[CH:12][CH:13]=3)[C:4](=[O:20])[CH:3]=2)=[CH:24][CH:23]=1. (2) Given the reactants FC(F)(F)C(O)=O.[Cl:8][C:9]1[CH:14]=[CH:13][CH:12]=[CH:11][C:10]=1[N:15]1[CH:19]([C:20]2[N:25]=[C:24]([C:26]3[CH2:27][CH2:28][NH:29][CH2:30][CH:31]=3)[CH:23]=[CH:22][CH:21]=2)[CH2:18][C:17]([C:32]([F:38])([F:37])[C:33]([F:36])([F:35])[F:34])=[N:16]1.[CH3:39][N:40]([CH3:45])[S:41](Cl)(=[O:43])=[O:42], predict the reaction product. The product is: [Cl:8][C:9]1[CH:14]=[CH:13][CH:12]=[CH:11][C:10]=1[N:15]1[CH:19]([C:20]2[N:25]=[C:24]([C:26]3[CH2:27][CH2:28][N:29]([S:41](=[O:43])(=[O:42])[N:40]([CH3:45])[CH3:39])[CH2:30][CH:31]=3)[CH:23]=[CH:22][CH:21]=2)[CH2:18][C:17]([C:32]([F:38])([F:37])[C:33]([F:34])([F:36])[F:35])=[N:16]1.